From a dataset of Full USPTO retrosynthesis dataset with 1.9M reactions from patents (1976-2016). Predict the reactants needed to synthesize the given product. (1) Given the product [C:8]([NH:11][C:12]1[S:13][C:14]2[CH:20]=[CH:19][CH:18]=[C:17]([O:21][C:22]3[N:27]=[CH:26][N:25]=[C:24]([C:28]4[CH:33]=[CH:32][C:31]([C:34]([F:35])([F:36])[F:37])=[CH:30][C:29]=4[NH:38][C:39]([C@@H:41]4[CH2:44][CH2:43][N:42]4[CH2:45][CH:46]([CH3:48])[CH3:47])=[O:40])[CH:23]=3)[C:15]=2[N:16]=1)(=[O:10])[CH3:9], predict the reactants needed to synthesize it. The reactants are: FC(F)(F)C(O)=O.[C:8]([NH:11][C:12]1[S:13][C:14]2[CH:20]=[CH:19][CH:18]=[C:17]([O:21][C:22]3[N:27]=[CH:26][N:25]=[C:24]([C:28]4[CH:33]=[CH:32][C:31]([C:34]([F:37])([F:36])[F:35])=[CH:30][C:29]=4[NH:38][C:39]([C@@H:41]4[CH2:44][CH2:43][NH:42]4)=[O:40])[CH:23]=3)[C:15]=2[N:16]=1)(=[O:10])[CH3:9].[CH:45](=O)[CH:46]([CH3:48])[CH3:47]. (2) Given the product [CH:54]1([CH2:57][NH:58][C:42](=[O:53])[NH:1][C:2]2[CH:31]=[CH:30][C:5]([C:6]([N:8]3[CH2:13][CH2:12][N:11]([CH2:14][C:15]4[CH:16]=[C:17]([CH:27]=[CH:28][CH:29]=4)[C:18]([NH:20][CH:21]4[CH2:22][C:23]([F:26])([F:25])[CH2:24]4)=[O:19])[CH2:10][CH2:9]3)=[O:7])=[CH:4][C:3]=2[F:32])[CH2:56][CH2:55]1, predict the reactants needed to synthesize it. The reactants are: [NH2:1][C:2]1[CH:31]=[CH:30][C:5]([C:6]([N:8]2[CH2:13][CH2:12][N:11]([CH2:14][C:15]3[CH:16]=[C:17]([CH:27]=[CH:28][CH:29]=3)[C:18]([NH:20][CH:21]3[CH2:24][C:23]([F:26])([F:25])[CH2:22]3)=[O:19])[CH2:10][CH2:9]2)=[O:7])=[CH:4][C:3]=1[F:32].C(N(C(C)C)C(C)C)C.[C:42](=[O:53])(OC(Cl)(Cl)Cl)OC(Cl)(Cl)Cl.[CH:54]1([CH2:57][NH2:58])[CH2:56][CH2:55]1. (3) Given the product [CH3:1][S:2]([OH:5])(=[O:4])=[O:3].[NH2:13][C@@H:14]1[CH2:19][CH2:18][CH2:17][N:16]([C:20]2[N:37]([CH2:38][C:39]3[CH:44]=[CH:43][CH:42]=[CH:41][C:40]=3[Cl:45])[C:23]3[C:24](=[O:36])[N:25]([CH3:35])[C:26]4[CH:27]=[CH:28][C:29]([C:32]([OH:34])=[O:33])=[CH:30][C:31]=4[C:22]=3[N:21]=2)[CH2:15]1, predict the reactants needed to synthesize it. The reactants are: [CH3:1][S:2]([OH:5])(=[O:4])=[O:3].C(OC([NH:13][C@@H:14]1[CH2:19][CH2:18][CH2:17][N:16]([C:20]2[N:37]([CH2:38][C:39]3[CH:44]=[CH:43][CH:42]=[CH:41][C:40]=3[Cl:45])[C:23]3[C:24](=[O:36])[N:25]([CH3:35])[C:26]4[CH:27]=[CH:28][C:29]([C:32]([OH:34])=[O:33])=[CH:30][C:31]=4[C:22]=3[N:21]=2)[CH2:15]1)=O)(C)(C)C. (4) The reactants are: [Si:1]([O:18][CH2:19][CH:20]([F:23])[CH:21]=O)([C:14]([CH3:17])([CH3:16])[CH3:15])([C:8]1[CH:13]=[CH:12][CH:11]=[CH:10][CH:9]=1)[C:2]1[CH:7]=[CH:6][CH:5]=[CH:4][CH:3]=1.[NH2:24][CH:25]([C:29]1[N:38]([CH2:39][C:40]2[CH:45]=[CH:44][CH:43]=[CH:42][CH:41]=2)[C:37](=[O:46])[C:36]2[C:31](=[CH:32][C:33]([Cl:47])=[CH:34][CH:35]=2)[N:30]=1)[CH:26]([CH3:28])[CH3:27].C(O)(=O)C.C(O[BH-](OC(=O)C)OC(=O)C)(=O)C.[Na+]. Given the product [CH2:39]([N:38]1[C:37](=[O:46])[C:36]2[C:31](=[CH:32][C:33]([Cl:47])=[CH:34][CH:35]=2)[N:30]=[C:29]1[CH:25]([NH:24][CH2:21][CH:20]([F:23])[CH2:19][O:18][Si:1]([C:14]([CH3:17])([CH3:16])[CH3:15])([C:8]1[CH:9]=[CH:10][CH:11]=[CH:12][CH:13]=1)[C:2]1[CH:7]=[CH:6][CH:5]=[CH:4][CH:3]=1)[CH:26]([CH3:28])[CH3:27])[C:40]1[CH:41]=[CH:42][CH:43]=[CH:44][CH:45]=1, predict the reactants needed to synthesize it. (5) Given the product [CH2:29]([NH:31][C:2]1[C:11]([C:12]([NH:14][CH2:15][C:16]2[CH:21]=[CH:20][CH:19]=[C:18]([F:22])[CH:17]=2)=[O:13])=[C:10]([CH3:23])[C:9]2[C:4](=[CH:5][C:6]([C:24]([F:27])([F:26])[F:25])=[CH:7][CH:8]=2)[N:3]=1)[CH3:30], predict the reactants needed to synthesize it. The reactants are: Cl[C:2]1[C:11]([C:12]([NH:14][CH2:15][C:16]2[CH:21]=[CH:20][CH:19]=[C:18]([F:22])[CH:17]=2)=[O:13])=[C:10]([CH3:23])[C:9]2[C:4](=[CH:5][C:6]([C:24]([F:27])([F:26])[F:25])=[CH:7][CH:8]=2)[N:3]=1.Cl.[CH2:29]([NH2:31])[CH3:30].CCN(C(C)C)C(C)C.[OH-].[Na+]. (6) Given the product [CH2:1]([O:3][CH:4]([O:18][CH2:19][CH3:20])[CH2:5][N:6]1[C:10]([NH:11][C:24]2[CH:25]=[C:26]([N+:28]([O-:30])=[O:29])[CH:27]=[CH:22][C:23]=2[O:31][CH3:32])=[CH:9][C:8]([C:12]2[CH:13]=[N:14][CH:15]=[CH:16][CH:17]=2)=[N:7]1)[CH3:2], predict the reactants needed to synthesize it. The reactants are: [CH2:1]([O:3][CH:4]([O:18][CH2:19][CH3:20])[CH2:5][N:6]1[C:10]([NH2:11])=[CH:9][C:8]([C:12]2[CH:13]=[N:14][CH:15]=[CH:16][CH:17]=2)=[N:7]1)[CH3:2].Br[C:22]1[CH:27]=[C:26]([N+:28]([O-:30])=[O:29])[CH:25]=[CH:24][C:23]=1[O:31][CH3:32].CC1(C)C2C(=C(P(C3C=CC=CC=3)C3C=CC=CC=3)C=CC=2)OC2C(P(C3C=CC=CC=3)C3C=CC=CC=3)=CC=CC1=2.C(=O)([O-])[O-].[Cs+].[Cs+]. (7) Given the product [N:14]1([CH2:2][CH2:3][C:4]2[C:12]3[C:7](=[CH:8][CH:9]=[C:10]([F:13])[CH:11]=3)[NH:6][CH:5]=2)[CH:18]=[CH:17][N:16]=[N:15]1, predict the reactants needed to synthesize it. The reactants are: Br[CH2:2][CH2:3][C:4]1[C:12]2[C:7](=[CH:8][CH:9]=[C:10]([F:13])[CH:11]=2)[NH:6][CH:5]=1.[NH:14]1[CH:18]=[CH:17][N:16]=[N:15]1.C(N(C(C)C)C(C)C)C. (8) The reactants are: C(OC(=O)[NH:7][C:8]1[CH:13]=[C:12]([O:14][CH3:15])[CH:11]=[C:10]([O:16][CH3:17])[C:9]=1[F:18])(C)(C)C.FC(F)(F)C(O)=O. Given the product [F:18][C:9]1[C:10]([O:16][CH3:17])=[CH:11][C:12]([O:14][CH3:15])=[CH:13][C:8]=1[NH2:7], predict the reactants needed to synthesize it. (9) Given the product [CH2:1]([O:3][C:4]([C:6]1[N:10]([CH2:11][C:12]2[CH:13]=[CH:14][C:15]([C:18]3[CH:23]=[CH:22][CH:21]=[CH:20][C:19]=3[C:24]3[N:28]([C:29]([C:42]4[CH:43]=[CH:44][CH:45]=[CH:46][CH:47]=4)([C:36]4[CH:41]=[CH:40][CH:39]=[CH:38][CH:37]=4)[C:30]4[CH:35]=[CH:34][CH:33]=[CH:32][CH:31]=4)[N:27]=[N:26][N:25]=3)=[CH:16][CH:17]=2)[C:9]([CH2:48][CH2:49][CH3:50])=[N:8][C:7]=1[CH2:51][S:52][C:53]1[N:58]=[C:57]([NH:59][CH3:60])[C:56]([NH2:61])=[CH:55][CH:54]=1)=[O:5])[CH3:2], predict the reactants needed to synthesize it. The reactants are: [CH2:1]([O:3][C:4]([C:6]1[N:10]([CH2:11][C:12]2[CH:17]=[CH:16][C:15]([C:18]3[CH:23]=[CH:22][CH:21]=[CH:20][C:19]=3[C:24]3[N:28]([C:29]([C:42]4[CH:47]=[CH:46][CH:45]=[CH:44][CH:43]=4)([C:36]4[CH:41]=[CH:40][CH:39]=[CH:38][CH:37]=4)[C:30]4[CH:35]=[CH:34][CH:33]=[CH:32][CH:31]=4)[N:27]=[N:26][N:25]=3)=[CH:14][CH:13]=2)[C:9]([CH2:48][CH2:49][CH3:50])=[N:8][C:7]=1[CH2:51][S:52][C:53]1[N:58]=[C:57]([NH:59][CH3:60])[C:56]([N+:61]([O-])=O)=[CH:55][CH:54]=1)=[O:5])[CH3:2].CO. (10) Given the product [CH3:1][CH:2]1[CH2:7][CH2:6][CH2:5][CH2:4][N:3]1[C:2]1[CH:7]=[CH:6][C:11]([C:10]([OH:13])=[O:12])=[CH:4][N:3]=1, predict the reactants needed to synthesize it. The reactants are: [CH3:1][CH:2]1[CH2:7][CH2:6][CH2:5][CH2:4][NH:3]1.[OH-].[K+].[C:10]([O:13]CC)(=[O:12])[CH3:11].